This data is from Full USPTO retrosynthesis dataset with 1.9M reactions from patents (1976-2016). The task is: Predict the reactants needed to synthesize the given product. (1) Given the product [NH2:16][C:3]1[CH:4]=[C:5]([CH:14]=[CH:15][C:2]=1[Cl:1])[CH2:6][NH:7][C:8](=[O:13])[C:9]([CH3:12])([CH3:11])[CH3:10], predict the reactants needed to synthesize it. The reactants are: [Cl:1][C:2]1[CH:15]=[CH:14][C:5]([CH2:6][NH:7][C:8](=[O:13])[C:9]([CH3:12])([CH3:11])[CH3:10])=[CH:4][C:3]=1[N+:16]([O-])=O. (2) Given the product [NH2:9][C:4]1[C:3]([CH2:1][OH:2])=[CH:8][CH:7]=[CH:6][N:5]=1, predict the reactants needed to synthesize it. The reactants are: [CH:1]([C:3]1[C:4]([NH:9]C(=O)C(C)(C)C)=[N:5][CH:6]=[CH:7][CH:8]=1)=[O:2].[OH-].[Na+].C(OCC)(=O)C. (3) Given the product [Cl:31][C:28]1[CH:29]=[CH:30][C:25]([CH:11]([C:12]2[C:20]3[C:15](=[C:16]([CH2:22][S:23][CH3:24])[CH:17]=[C:18]([F:21])[CH:19]=3)[NH:14][CH:13]=2)[CH2:10][CH2:9][C:1]#[N:2])=[C:26]([CH3:32])[CH:27]=1, predict the reactants needed to synthesize it. The reactants are: [C-:1]#[N:2].[K+].CS(O[CH2:9][CH2:10][CH:11]([C:25]1[CH:30]=[CH:29][C:28]([Cl:31])=[CH:27][C:26]=1[CH3:32])[C:12]1[C:20]2[C:15](=[C:16]([CH2:22][S:23][CH3:24])[CH:17]=[C:18]([F:21])[CH:19]=2)[NH:14][CH:13]=1)(=O)=O.